From a dataset of HIV replication inhibition screening data with 41,000+ compounds from the AIDS Antiviral Screen. Binary Classification. Given a drug SMILES string, predict its activity (active/inactive) in a high-throughput screening assay against a specified biological target. The drug is C=CCNC1=C(C(=O)OCC)C(=O)CO1. The result is 0 (inactive).